From a dataset of Catalyst prediction with 721,799 reactions and 888 catalyst types from USPTO. Predict which catalyst facilitates the given reaction. (1) Reactant: [CH3:1][O:2][C:3]1[C:12]([CH3:13])=[CH:11][CH:10]=[C:9]2[C:4]=1[CH2:5][C@@H:6]([CH:18]1[CH2:23][CH2:22][NH:21][CH2:20][CH2:19]1)[O:7][C@H:8]2[CH2:14][NH:15][CH:16]=[O:17].C(O[BH-](OC(=O)C)OC(=O)C)(=O)C.[Na+].O=[CH:39][CH2:40][NH:41][C:42](=[O:48])[O:43][C:44]([CH3:47])([CH3:46])[CH3:45]. Product: [C:44]([O:43][C:42](=[O:48])[NH:41][CH2:40][CH2:39][N:21]1[CH2:20][CH2:19][CH:18]([C@@H:6]2[CH2:5][C:4]3[C:9](=[CH:10][CH:11]=[C:12]([CH3:13])[C:3]=3[O:2][CH3:1])[C@H:8]([CH2:14][NH:15][CH:16]=[O:17])[O:7]2)[CH2:23][CH2:22]1)([CH3:47])([CH3:46])[CH3:45]. The catalyst class is: 68. (2) Reactant: C(OC([N:11]1[C:15]([CH:16]([CH3:18])[CH3:17])=[C:14]([CH2:19][C:20]2[CH:25]=[CH:24][CH:23]=[CH:22][CH:21]=2)[C:13]([O:26][C@@H:27]2[O:53][C@H:52]([CH2:54][O:55][C:56](=[O:61])[C:57]([CH3:60])([CH3:59])[CH3:58])[C@@H:44]([O:45][C:46](=[O:51])[C:47]([CH3:50])([CH3:49])[CH3:48])[C@H:36]([O:37][C:38](=[O:43])[C:39]([CH3:42])([CH3:41])[CH3:40])[C@H:28]2[O:29][C:30](=[O:35])[C:31]([CH3:34])([CH3:33])[CH3:32])=[N:12]1)=O)C1C=CC=CC=1. Product: [CH2:19]([C:14]1[C:13]([O:26][C@@H:27]2[O:53][C@H:52]([CH2:54][O:55][C:56](=[O:61])[C:57]([CH3:58])([CH3:60])[CH3:59])[C@@H:44]([O:45][C:46](=[O:51])[C:47]([CH3:50])([CH3:49])[CH3:48])[C@H:36]([O:37][C:38](=[O:43])[C:39]([CH3:40])([CH3:42])[CH3:41])[C@H:28]2[O:29][C:30](=[O:35])[C:31]([CH3:34])([CH3:32])[CH3:33])=[N:12][NH:11][C:15]=1[CH:16]([CH3:18])[CH3:17])[C:20]1[CH:25]=[CH:24][CH:23]=[CH:22][CH:21]=1. The catalyst class is: 19. (3) Reactant: [CH:1]([C:4]1[CH:5]=[CH:6][C:7]([NH2:10])=[N:8][CH:9]=1)([CH3:3])[CH3:2].N#N.[Li][CH2:14]CCC.IC. Product: [CH:1]([C:4]1[CH:5]=[CH:6][C:7]([NH:10][CH3:14])=[N:8][CH:9]=1)([CH3:3])[CH3:2]. The catalyst class is: 20. (4) Reactant: [CH3:1][C:2]1[CH:3]=[CH:4][C:5]([C:21]([NH:23][C:24]2[CH:25]=[C:26]([C:36]([F:39])([F:38])[F:37])[CH:27]=[C:28]([N:30]3[CH:34]=[N:33][C:32]([CH3:35])=[CH:31]3)[CH:29]=2)=[O:22])=[CH:6][C:7]=1[NH:8][C:9]1[N:10]=[CH:11][CH:12]=[C:13]([C:15]2[CH:16]=[CH:17][CH:18]=[N:19][CH:20]=2)[N:14]=1.CN(C)C=O.[BrH:45]. Product: [CH3:1][C:2]1[CH:3]=[CH:4][C:5]([C:21]([NH:23][C:24]2[CH:25]=[C:26]([C:36]([F:38])([F:39])[F:37])[CH:27]=[C:28]([N:30]3[CH:34]=[N:33][C:32]([CH3:35])=[CH:31]3)[CH:29]=2)=[O:22])=[CH:6][C:7]=1[NH:8][C:9]1[N:10]=[CH:11][CH:12]=[C:13]([C:15]2[CH:16]=[CH:17][CH:18]=[N:19][CH:20]=2)[N:14]=1.[BrH:45]. The catalyst class is: 14. (5) Reactant: [NH2:1][C:2]1[N:7]=[CH:6][C:5]([C:8]2[S:9][C:10]3[CH:16]=[C:15]([OH:17])[CH:14]=[CH:13][C:11]=3[N:12]=2)=[CH:4][CH:3]=1.[CH3:18][C:19]([Si:22](Cl)([CH3:24])[CH3:23])([CH3:21])[CH3:20].N1C=CN=C1. Product: [Si:22]([O:17][C:15]1[CH:14]=[CH:13][C:11]2[N:12]=[C:8]([C:5]3[CH:4]=[CH:3][C:2]([NH2:1])=[N:7][CH:6]=3)[S:9][C:10]=2[CH:16]=1)([C:19]([CH3:21])([CH3:20])[CH3:18])([CH3:24])[CH3:23]. The catalyst class is: 3. (6) Reactant: C([Li])CCC.C(NC(C)C)(C)C.[O:13]=[C:14]1[CH2:19][CH2:18][N:17]([C:20]([O:22][CH2:23][C:24]2[CH:29]=[CH:28][CH:27]=[CH:26][CH:25]=2)=[O:21])[CH2:16][CH2:15]1.C1C=CC(N([S:37]([C:40]([F:43])([F:42])[F:41])(=[O:39])=[O:38])[S:37]([C:40]([F:43])([F:42])[F:41])(=[O:39])=[O:38])=CC=1. Product: [F:41][C:40]([F:43])([F:42])[S:37]([O:13][C:14]1[CH2:19][CH2:18][N:17]([C:20]([O:22][CH2:23][C:24]2[CH:29]=[CH:28][CH:27]=[CH:26][CH:25]=2)=[O:21])[CH2:16][CH:15]=1)(=[O:39])=[O:38]. The catalyst class is: 7. (7) Reactant: [CH3:1][C:2]1([CH3:27])[CH2:11][CH2:10][C:9]2[C:4](=[CH:5][CH:6]=[C:7]([C:12](=[O:26])[CH2:13][C:14]3[CH:19]=[C:18]([O:20][CH3:21])[C:17]([O:22][CH3:23])=[C:16]([O:24][CH3:25])[CH:15]=3)[CH:8]=2)[O:3]1.[Br:28]Br. Product: [Br:28][CH:13]([C:14]1[CH:19]=[C:18]([O:20][CH3:21])[C:17]([O:22][CH3:23])=[C:16]([O:24][CH3:25])[CH:15]=1)[C:12]([C:7]1[CH:8]=[C:9]2[C:4](=[CH:5][CH:6]=1)[O:3][C:2]([CH3:27])([CH3:1])[CH2:11][CH2:10]2)=[O:26]. The catalyst class is: 53.